From a dataset of Catalyst prediction with 721,799 reactions and 888 catalyst types from USPTO. Predict which catalyst facilitates the given reaction. The catalyst class is: 135. Reactant: C([O:5][C:6](=[O:13])[CH2:7][NH:8][C:9](=[O:12])[CH2:10][CH3:11])(C)(C)C.Cl. Product: [C:9]([NH:8][CH2:7][C:6]([OH:13])=[O:5])(=[O:12])[CH2:10][CH3:11].